This data is from Catalyst prediction with 721,799 reactions and 888 catalyst types from USPTO. The task is: Predict which catalyst facilitates the given reaction. (1) Reactant: COC1C=C(OC)C=CC=1C[N:6]([C:36]1[CH:41]=[CH:40][N:39]=[CH:38][N:37]=1)[S:7]([C:10]1[CH:15]=[CH:14][C:13]([O:16][C@H:17]2[CH2:22][CH2:21][CH2:20][CH2:19][C@@H:18]2[C:23]2[CH:24]=[N:25][N:26](C3CCCCO3)[CH:27]=2)=[C:12]([F:34])[C:11]=1[F:35])(=[O:9])=[O:8].C([SiH](CC)CC)C.FC(F)(F)C(O)=O.ClCCl. Product: [F:35][C:11]1[C:12]([F:34])=[C:13]([O:16][C@H:17]2[CH2:22][CH2:21][CH2:20][CH2:19][C@@H:18]2[C:23]2[CH:24]=[N:25][NH:26][CH:27]=2)[CH:14]=[CH:15][C:10]=1[S:7]([NH:6][C:36]1[CH:41]=[CH:40][N:39]=[CH:38][N:37]=1)(=[O:8])=[O:9]. The catalyst class is: 5. (2) Reactant: [C:1]1([CH3:10])[CH:6]=[CH:5][C:4]([N:7]=[C:8]=[O:9])=[CH:3][CH:2]=1.[CH3:11][O:12][C:13]1[CH:19]=[C:18]([O:20][CH3:21])[C:17]([C:22]([F:25])([F:24])[F:23])=[CH:16][C:14]=1[NH2:15]. Product: [CH3:11][O:12][C:13]1[CH:19]=[C:18]([O:20][CH3:21])[C:17]([C:22]([F:24])([F:23])[F:25])=[CH:16][C:14]=1[NH:15][C:8]([NH:7][C:4]1[CH:5]=[CH:6][C:1]([CH3:10])=[CH:2][CH:3]=1)=[O:9]. The catalyst class is: 25. (3) Reactant: C[O:2][C:3]([C@H:5]1[CH2:10][CH2:9][C@H:8]([CH2:11][N:12]2[C:21](=[O:22])[C:20]3[C:15](=[CH:16][CH:17]=[CH:18][CH:19]=3)[NH:14][C:13]2=[O:23])[CH2:7][CH2:6]1)=[O:4].[Li+].[OH-]. Product: [O:23]=[C:13]1[N:12]([CH2:11][C@H:8]2[CH2:7][CH2:6][C@H:5]([C:3]([OH:4])=[O:2])[CH2:10][CH2:9]2)[C:21](=[O:22])[C:20]2[C:15](=[CH:16][CH:17]=[CH:18][CH:19]=2)[NH:14]1. The catalyst class is: 20. (4) Reactant: [F:1][C:2]1[CH:7]=[CH:6][CH:5]=[C:4]([O:8][CH3:9])[C:3]=1[C:10]1[S:11][CH:12]=[C:13]([C:15]([OH:17])=O)[N:14]=1.[CH2:18]1[C@H:27]2[C@@H:22](CCCC2)[CH2:21][CH2:20][NH:19]1.[CH3:28]CN(C(C)C)C(C)C.C1CN([P+](Br)(N2CCCC2)N2CCCC2)CC1.F[P-](F)(F)(F)(F)F. Product: [F:1][C:2]1[CH:7]=[CH:6][CH:5]=[C:4]([O:8][CH3:9])[C:3]=1[C:10]1[S:11][CH:12]=[C:13]([C:15]([N:19]2[CH2:18][CH2:27][CH2:22][CH2:21][CH:20]2[CH3:28])=[O:17])[N:14]=1. The catalyst class is: 34.